From a dataset of Reaction yield outcomes from USPTO patents with 853,638 reactions. Predict the reaction yield, written as a fraction of the theoretical maximum amount of product (1.0 means a 100% yield; for example, 0.34 means a 34% yield). (1) The reactants are C(OC(=O)[NH:7][CH2:8][C:9]1[N:13]([CH:14]2[CH2:16][CH2:15]2)[C:12]([S:17][CH2:18][C:19]2[N:20]=[C:21]([NH:24][C:25]([NH:27][C:28]3[CH:33]=[CH:32][C:31]([CH3:34])=[CH:30][C:29]=3[C:35]([CH:37]3[CH2:41][CH2:40][CH2:39][CH2:38]3)=[O:36])=[O:26])[S:22][CH:23]=2)=[N:11][N:10]=1)(C)(C)C.Cl. No catalyst specified. The product is [NH2:7][CH2:8][C:9]1[N:13]([CH:14]2[CH2:16][CH2:15]2)[C:12]([S:17][CH2:18][C:19]2[N:20]=[C:21]([NH:24][C:25]([NH:27][C:28]3[CH:33]=[CH:32][C:31]([CH3:34])=[CH:30][C:29]=3[C:35]([CH:37]3[CH2:38][CH2:39][CH2:40][CH2:41]3)=[O:36])=[O:26])[S:22][CH:23]=2)=[N:11][N:10]=1. The yield is 0.990. (2) The reactants are [CH2:1](O[Si](C)(C)C)[CH3:2].[Br:8][C:9]1[CH:22]=[C:21]2[C:12]([O:13][CH:14]3[CH:19]([C:20]42[C:26](=[O:27])[N:25]([CH3:28])[C:24](=[O:29])[NH:23]4)[CH2:18][C:17](=[O:30])[CH2:16][CH2:15]3)=[CH:11][CH:10]=1.[Si](OS(C(F)(F)F)(=O)=O)(C)(C)C.C([SiH](CC)CC)C. The catalyst is C(Cl)Cl. The product is [Br:8][C:9]1[CH:22]=[C:21]2[C:12]([O:13][C@@H:14]3[C@@H:19]([C@@:20]42[C:26](=[O:27])[N:25]([CH3:28])[C:24](=[O:29])[NH:23]4)[CH2:18][C@@H:17]([O:30][CH2:1][CH3:2])[CH2:16][CH2:15]3)=[CH:11][CH:10]=1. The yield is 0.320.